This data is from Reaction yield outcomes from USPTO patents with 853,638 reactions. The task is: Predict the reaction yield, written as a fraction of the theoretical maximum amount of product (1.0 means a 100% yield; for example, 0.34 means a 34% yield). (1) The reactants are [CH3:1][N:2]([CH3:20])[CH2:3][CH2:4][CH2:5][O:6][C:7]1[CH:12]=[CH:11][C:10]([NH2:13])=[CH:9][C:8]=1[C:14]1[N:15]([CH3:19])[N:16]=[CH:17][CH:18]=1.[Cl:21][C:22]1[CH:23]=[C:24]([N:28]=[C:29]=[O:30])[CH:25]=[CH:26][CH:27]=1. The catalyst is C(Cl)Cl. The product is [Cl:21][C:22]1[CH:23]=[C:24]([NH:28][C:29]([NH:13][C:10]2[CH:11]=[CH:12][C:7]([O:6][CH2:5][CH2:4][CH2:3][N:2]([CH3:1])[CH3:20])=[C:8]([C:14]3[N:15]([CH3:19])[N:16]=[CH:17][CH:18]=3)[CH:9]=2)=[O:30])[CH:25]=[CH:26][CH:27]=1. The yield is 0.420. (2) The reactants are [CH3:1][O:2][C:3]1[CH:43]=[CH:42][C:6]([CH2:7][N:8]2[C:12]3=[N:13][CH:14]=[CH:15][C:16]([O:17][C:18]4[CH:23]=[CH:22][C:21]([N:24]([C:33]5[CH:38]=[CH:37][C:36]([F:39])=[CH:35][CH:34]=5)[C:25]([C:27]5([C:30]([NH2:32])=[O:31])[CH2:29][CH2:28]5)=[O:26])=[CH:20][C:19]=4[F:40])=[C:11]3[C:10](I)=[N:9]2)=[CH:5][CH:4]=1.[CH3:44][NH:45][C:46]([C:48]1[CH:49]=[C:50](B(O)O)[CH:51]=[CH:52][CH:53]=1)=[O:47].C([O-])([O-])=O.[Na+].[Na+].C(Cl)(Cl)Cl.CO. The catalyst is COCCOC.C1C=CC([P]([Pd]([P](C2C=CC=CC=2)(C2C=CC=CC=2)C2C=CC=CC=2)([P](C2C=CC=CC=2)(C2C=CC=CC=2)C2C=CC=CC=2)[P](C2C=CC=CC=2)(C2C=CC=CC=2)C2C=CC=CC=2)(C2C=CC=CC=2)C2C=CC=CC=2)=CC=1. The product is [F:40][C:19]1[CH:20]=[C:21]([N:24]([C:33]2[CH:38]=[CH:37][C:36]([F:39])=[CH:35][CH:34]=2)[C:25]([C:27]2([C:30]([NH2:32])=[O:31])[CH2:29][CH2:28]2)=[O:26])[CH:22]=[CH:23][C:18]=1[O:17][C:16]1[CH:15]=[CH:14][N:13]=[C:12]2[N:8]([CH2:7][C:6]3[CH:42]=[CH:43][C:3]([O:2][CH3:1])=[CH:4][CH:5]=3)[N:9]=[C:10]([C:52]3[CH:51]=[CH:50][CH:49]=[C:48]([C:46](=[O:47])[NH:45][CH3:44])[CH:53]=3)[C:11]=12. The yield is 0.350. (3) The reactants are [CH2:1]([N:4]1[CH:8]=[CH:7][N:6]=[C:5]1[C:9]1[S:10][CH:11]=[CH:12][C:13]=1[C:14]1[CH:19]=[CH:18][C:17]([Cl:20])=[CH:16][C:15]=1[Cl:21])[CH:2]=[CH2:3].C([Li])CCC.CCCCCC.[I:33]I. The catalyst is C1COCC1. The product is [CH2:1]([N:4]1[CH:8]=[CH:7][N:6]=[C:5]1[C:9]1[S:10][C:11]([I:33])=[CH:12][C:13]=1[C:14]1[CH:19]=[CH:18][C:17]([Cl:20])=[CH:16][C:15]=1[Cl:21])[CH:2]=[CH2:3]. The yield is 0.710.